This data is from Reaction yield outcomes from USPTO patents with 853,638 reactions. The task is: Predict the reaction yield, written as a fraction of the theoretical maximum amount of product (1.0 means a 100% yield; for example, 0.34 means a 34% yield). (1) The reactants are [CH3:1][O:2][C:3]([C:5]1[CH:10]=[CH:9][C:8]([C:11]([O:13]C)=[O:12])=[CH:7][C:6]=1[Cl:15])=[O:4].CO.O.[OH-].[Li+].Cl. The catalyst is O.O1CCCC1. The product is [Cl:15][C:6]1[CH:7]=[C:8]([CH:9]=[CH:10][C:5]=1[C:3]([O:2][CH3:1])=[O:4])[C:11]([OH:13])=[O:12]. The yield is 0.555. (2) The reactants are Cl[C:2]1[N:7]2[N:8]=[C:9]([NH:11][C:12](=[O:19])[C:13]3[CH:18]=[CH:17][CH:16]=[N:15][CH:14]=3)[N:10]=[C:6]2[CH:5]=[C:4]([C:20]([F:23])([F:22])[F:21])[CH:3]=1.[CH3:24][O:25][CH2:26][CH2:27][NH2:28]. No catalyst specified. The product is [CH3:24][O:25][CH2:26][CH2:27][NH:28][C:2]1[N:7]2[N:8]=[C:9]([NH:11][C:12](=[O:19])[C:13]3[CH:18]=[CH:17][CH:16]=[N:15][CH:14]=3)[N:10]=[C:6]2[CH:5]=[C:4]([C:20]([F:23])([F:22])[F:21])[CH:3]=1. The yield is 0.400. (3) The reactants are [N:1]([C:4]1[CH:11]=[CH:10][C:7]([C:8]#[N:9])=[C:6]([C:12]([F:15])([F:14])[F:13])[CH:5]=1)=[C:2]=[S:3].[CH3:16][C:17]1[CH:22]=[CH:21][C:20]([NH:23][C:24]2([C:28]#[N:29])[CH2:27][CH2:26][CH2:25]2)=[CH:19][CH:18]=1. The catalyst is CN(C=O)C. The product is [NH:29]=[C:28]1[C:24]2([CH2:27][CH2:26][CH2:25]2)[N:23]([C:20]2[CH:19]=[CH:18][C:17]([CH3:16])=[CH:22][CH:21]=2)[C:2](=[S:3])[N:1]1[C:4]1[CH:11]=[CH:10][C:7]([C:8]#[N:9])=[C:6]([C:12]([F:13])([F:15])[F:14])[CH:5]=1. The yield is 0.520. (4) The reactants are Cl[C:2]1[N:7]=[C:6]([O:8][CH3:9])[C:5]([C:10]#[N:11])=[CH:4][N:3]=1.Cl.[NH2:13][C@@H:14]([C:16]1[C:17](=[O:28])[NH:18][C:19]2[C:24]([CH:25]=1)=[CH:23][C:22]([Cl:26])=[C:21]([F:27])[CH:20]=2)[CH3:15].CCN(C(C)C)C(C)C. The catalyst is CS(C)=O.CC#N.O. The product is [Cl:26][C:22]1[CH:23]=[C:24]2[C:19](=[CH:20][C:21]=1[F:27])[NH:18][C:17](=[O:28])[C:16]([C@H:14]([NH:13][C:2]1[N:7]=[C:6]([O:8][CH3:9])[C:5]([C:10]#[N:11])=[CH:4][N:3]=1)[CH3:15])=[CH:25]2. The yield is 0.574. (5) The reactants are [CH3:1][C:2](=[O:6])/[CH:3]=[CH:4]/[CH3:5].[C:7]([O:11][CH2:12][CH3:13])(=[O:10])[CH:8]=[CH2:9].C1CCN2C(=NCCC2)CC1.O. The catalyst is CN1CCN(C)C1=O.CCOCC. The product is [C:2](/[C:3](=[CH:4]/[CH3:5])/[CH2:9][CH2:8][C:7]([O:11][CH2:12][CH3:13])=[O:10])(=[O:6])[CH3:1]. The yield is 0.440. (6) The reactants are [F:1][C:2]1[CH:3]=[C:4](B(O)O)[CH:5]=[CH:6][C:7]=1[OH:8].I[C:13]1[C:21]2[C:16](=[N:17][CH:18]=[N:19][C:20]=2[NH2:22])[N:15]([CH:23]([CH3:25])[CH3:24])[N:14]=1.C([O-])([O-])=O.[Na+].[Na+]. The catalyst is CCO.COCCOC.C1C=CC([P]([Pd]([P](C2C=CC=CC=2)(C2C=CC=CC=2)C2C=CC=CC=2)([P](C2C=CC=CC=2)(C2C=CC=CC=2)C2C=CC=CC=2)[P](C2C=CC=CC=2)(C2C=CC=CC=2)C2C=CC=CC=2)(C2C=CC=CC=2)C2C=CC=CC=2)=CC=1. The product is [NH2:22][C:20]1[N:19]=[CH:18][N:17]=[C:16]2[N:15]([CH:23]([CH3:25])[CH3:24])[N:14]=[C:13]([C:4]3[CH:5]=[CH:6][C:7]([OH:8])=[C:2]([F:1])[CH:3]=3)[C:21]=12. The yield is 0.270. (7) The reactants are [CH3:1][C:2]1([CH3:13])[CH2:7][CH2:6][CH2:5][C:4](=[C:8]([CH3:12])[C:9]([OH:11])=[O:10])[CH2:3]1.[C:14]([O:18][CH2:19][CH3:20])(=[O:17])[CH2:15]O.C1(N=C=NC2CCCCC2)CCCCC1. The catalyst is C(Cl)Cl.CN(C)C1C=CN=CC=1. The product is [CH2:19]([O:18][C:14]([CH2:15][O:10][C:9](=[O:11])[C:8](=[C:4]1[CH2:5][CH2:6][CH2:7][C:2]([CH3:13])([CH3:1])[CH2:3]1)[CH3:12])=[O:17])[CH3:20]. The yield is 0.900. (8) The reactants are Cl.[OH:2][CH2:3][CH2:4][N:5]([CH:28]([CH3:30])[CH3:29])[C:6]([C:8]1[N:17]=[C:16]2[N:10]([CH2:11][CH2:12][O:13][C:14]3[CH:21]=[C:20]([CH:22]4[CH2:27][CH2:26][NH:25][CH2:24][CH2:23]4)[CH:19]=[CH:18][C:15]=32)[CH:9]=1)=[O:7].C(=O)([O-])[O-].[K+].[K+].[CH3:37][N:38]([CH3:43])[C:39](=[O:42])[CH2:40]Cl. The catalyst is CN(C=O)C. The product is [CH3:37][N:38]([CH3:43])[C:39](=[O:42])[CH2:40][N:25]1[CH2:26][CH2:27][CH:22]([C:20]2[CH:19]=[CH:18][C:15]3[C:16]4[N:10]([CH:9]=[C:8]([C:6]([N:5]([CH2:4][CH2:3][OH:2])[CH:28]([CH3:30])[CH3:29])=[O:7])[N:17]=4)[CH2:11][CH2:12][O:13][C:14]=3[CH:21]=2)[CH2:23][CH2:24]1. The yield is 0.200. (9) The reactants are [CH2:1]([NH:3][CH2:4][CH3:5])[CH3:2].[F:6][C:7]1[CH:12]=[CH:11][C:10]([C:13]2[N:17]([CH3:18])[N:16]=[CH:15][C:14]=2/[CH:19]=[CH:20]/[C:21]([NH:23][C:24]2[CH:29]=[CH:28][C:27]([CH2:30][C:31](O)=[O:32])=[CH:26][CH:25]=2)=[O:22])=[CH:9][CH:8]=1.O.ON1C2C=CC=CC=2N=N1.Cl.C(N=C=NCCCN(C)C)C. The catalyst is O.CN(C)C=O. The product is [CH2:1]([N:3]([CH2:4][CH3:5])[C:31](=[O:32])[CH2:30][C:27]1[CH:26]=[CH:25][C:24]([NH:23][C:21](=[O:22])/[CH:20]=[CH:19]/[C:14]2[CH:15]=[N:16][N:17]([CH3:18])[C:13]=2[C:10]2[CH:9]=[CH:8][C:7]([F:6])=[CH:12][CH:11]=2)=[CH:29][CH:28]=1)[CH3:2]. The yield is 0.620. (10) The reactants are [CH:1]1([C:4]2[N:5]=[C:6]([CH3:26])[NH:7][C:8](=[O:25])[C:9]=2[CH2:10][C:11]2[CH:16]=[CH:15][C:14]([C:17]3[C:18]([C:23]#[N:24])=[CH:19][CH:20]=[CH:21][CH:22]=3)=[CH:13][CH:12]=2)[CH2:3][CH2:2]1.[C:27]1(B(O)O)[CH:32]=[CH:31][CH:30]=[CH:29][CH:28]=1.C(N(CC)CC)C.N1C=CC=CC=1. The catalyst is C([O-])(=O)C.[Cu+2].C([O-])(=O)C.C(OCC)(=O)C.C(Cl)Cl. The product is [CH:1]1([C:4]2[N:5]=[C:6]([CH3:26])[N:7]([C:27]3[CH:32]=[CH:31][CH:30]=[CH:29][CH:28]=3)[C:8](=[O:25])[C:9]=2[CH2:10][C:11]2[CH:16]=[CH:15][C:14]([C:17]3[C:18]([C:23]#[N:24])=[CH:19][CH:20]=[CH:21][CH:22]=3)=[CH:13][CH:12]=2)[CH2:2][CH2:3]1. The yield is 0.350.